Dataset: Full USPTO retrosynthesis dataset with 1.9M reactions from patents (1976-2016). Task: Predict the reactants needed to synthesize the given product. (1) Given the product [NH:13]1[CH2:21][CH2:20][CH2:19][C@H:15]([C:16]([O:18][CH3:1])=[O:17])[CH2:14]1, predict the reactants needed to synthesize it. The reactants are: [CH3:1]S(O)(=O)=O.C(OC([N:13]1[CH2:21][CH2:20][CH2:19][C@H:15]([C:16]([OH:18])=[O:17])[CH2:14]1)=O)(C)(C)C. (2) Given the product [F:1][C:2]1[CH:7]=[C:6]([OH:8])[C:5]([F:10])=[CH:4][C:3]=1[CH2:11][CH2:12][C:13]([O:15][CH2:16][CH3:17])=[O:14], predict the reactants needed to synthesize it. The reactants are: [F:1][C:2]1[CH:7]=[C:6]([O:8]C)[C:5]([F:10])=[CH:4][C:3]=1[CH2:11][CH2:12][C:13]([O:15][CH2:16][CH3:17])=[O:14].B(Br)(Br)Br. (3) Given the product [ClH:1].[NH2:49][CH2:48][C@H:45]1[CH2:46][CH2:47][C@H:42]([C:40]([NH:39][C@@H:24]([CH2:23][C:19]2[CH:18]=[C:17]([C:12]3[CH:13]=[CH:14][CH:15]=[CH:16][C:11]=3[S:8]([N:2]3[CH2:7][CH2:6][O:5][CH2:4][CH2:3]3)(=[O:10])=[O:9])[CH:22]=[CH:21][CH:20]=2)[C:25](=[O:38])[NH:26][C:27]2[CH:32]=[CH:31][C:30]([C:33]3[N:37]=[N:36][NH:35][N:34]=3)=[CH:29][CH:28]=2)=[O:41])[CH2:43][CH2:44]1, predict the reactants needed to synthesize it. The reactants are: [ClH:1].[N:2]1([S:8]([C:11]2[CH:16]=[CH:15][CH:14]=[CH:13][C:12]=2[C:17]2[CH:22]=[CH:21][CH:20]=[C:19]([CH2:23][C@H:24]([NH:39][C:40]([C@H:42]3[CH2:47][CH2:46][C@H:45]([CH2:48][NH:49]C(=O)OC(C)(C)C)[CH2:44][CH2:43]3)=[O:41])[C:25](=[O:38])[NH:26][C:27]3[CH:32]=[CH:31][C:30]([C:33]4[N:34]=[N:35][NH:36][N:37]=4)=[CH:29][CH:28]=3)[CH:18]=2)(=[O:10])=[O:9])[CH2:7][CH2:6][O:5][CH2:4][CH2:3]1.C(#N)C. (4) Given the product [Cl:1][C:2]1[N:3]=[N:4][C:5]([CH2:8][CH2:9][CH2:10][CH2:11][N:12]2[CH:16]=[CH:15][N:14]=[N:13]2)=[CH:6][CH:7]=1, predict the reactants needed to synthesize it. The reactants are: [Cl:1][C:2]1[N:3]=[N:4][C:5]([C:8]#[C:9][CH2:10][CH2:11][N:12]2[CH:16]=[CH:15][N:14]=[N:13]2)=[CH:6][CH:7]=1.O. (5) Given the product [OH:23][C:22]1[C:9]2[CH2:10][CH2:11][N:12]([C:15]([O:17][C:18]([CH3:21])([CH3:20])[CH3:19])=[O:16])[CH2:13][CH2:14][C:8]=2[N:6]=[CH:4][N:5]=1, predict the reactants needed to synthesize it. The reactants are: C[O-].[Na+].[CH:4]([NH2:6])=[NH:5].O=[C:8]1[CH2:14][CH2:13][N:12]([C:15]([O:17][C:18]([CH3:21])([CH3:20])[CH3:19])=[O:16])[CH2:11][CH2:10][CH:9]1[C:22](OC)=[O:23].C(O)(=O)C. (6) Given the product [F:1][C:2]([F:27])([F:26])[CH2:3][NH:4][C:5]([C:7]1([CH2:21][CH2:22][CH2:23][CH2:24][N:31]2[CH2:32][CH2:33][N:28]([C:34]3[O:35][C:36]4[CH:42]=[CH:41][CH:40]=[CH:39][C:37]=4[N:38]=3)[CH2:29][CH2:30]2)[C:20]2[CH:19]=[CH:18][CH:17]=[CH:16][C:15]=2[O:14][C:13]2[C:8]1=[CH:9][CH:10]=[CH:11][CH:12]=2)=[O:6], predict the reactants needed to synthesize it. The reactants are: [F:1][C:2]([F:27])([F:26])[CH2:3][NH:4][C:5]([C:7]1([CH2:21][CH2:22][CH2:23][CH2:24]Br)[C:20]2[CH:19]=[CH:18][CH:17]=[CH:16][C:15]=2[O:14][C:13]2[C:8]1=[CH:9][CH:10]=[CH:11][CH:12]=2)=[O:6].[N:28]1([C:34]2[O:35][C:36]3[CH:42]=[CH:41][CH:40]=[CH:39][C:37]=3[N:38]=2)[CH2:33][CH2:32][NH:31][CH2:30][CH2:29]1. (7) Given the product [N:16]1([C:6]2[CH:13]=[CH:12][C:9]([C:10]#[N:11])=[CH:8][CH:7]=2)[CH:20]=[CH:19][N:18]=[CH:17]1, predict the reactants needed to synthesize it. The reactants are: [F-].[Cs+].[OH-].[Na+].F[C:6]1[CH:13]=[CH:12][C:9]([C:10]#[N:11])=[CH:8][CH:7]=1.C[Si](C)(C)[N:16]1[CH:20]=[CH:19][N:18]=[CH:17]1.